This data is from Peptide-MHC class I binding affinity with 185,985 pairs from IEDB/IMGT. The task is: Regression. Given a peptide amino acid sequence and an MHC pseudo amino acid sequence, predict their binding affinity value. This is MHC class I binding data. (1) The peptide sequence is KLLNTRRRQ. The MHC is H-2-Kb with pseudo-sequence H-2-Kb. The binding affinity (normalized) is 0. (2) The peptide sequence is QMNSLRAEDT. The MHC is HLA-A02:06 with pseudo-sequence HLA-A02:06. The binding affinity (normalized) is 0. (3) The peptide sequence is EKPPVRPIF. The MHC is HLA-A30:01 with pseudo-sequence HLA-A30:01. The binding affinity (normalized) is 0.161. (4) The MHC is HLA-B08:01 with pseudo-sequence HLA-B08:01. The binding affinity (normalized) is 0.0847. The peptide sequence is DTLKVGNTY. (5) The peptide sequence is EVCQATSQY. The MHC is HLA-A29:02 with pseudo-sequence HLA-A29:02. The binding affinity (normalized) is 0.808.